Dataset: Forward reaction prediction with 1.9M reactions from USPTO patents (1976-2016). Task: Predict the product of the given reaction. (1) Given the reactants [Cl:1][C:2]1[CH:11]=[CH:10][C:9]2[CH:8](O)[N:7]([C:13]([O:15][CH3:16])=[O:14])[CH2:6][CH2:5][C:4]=2[N:3]=1.[CH2:17]([Si](C)(C)C)[CH:18]=[CH2:19], predict the reaction product. The product is: [Cl:1][C:2]1[CH:11]=[CH:10][C:9]2[CH:8]([CH2:19][CH:18]=[CH2:17])[N:7]([C:13]([O:15][CH3:16])=[O:14])[CH2:6][CH2:5][C:4]=2[N:3]=1. (2) Given the reactants [C:1]1([CH3:11])[CH:6]=[CH:5][C:4]([S:7]([OH:10])(=[O:9])=[O:8])=[CH:3][CH:2]=1.[C:12]([N:15]1[CH2:20][CH2:19][N:18]([CH2:21][CH2:22][O:23][C:24]2[CH:29]=[CH:28][C:27]([CH:30]3[CH2:35][CH2:34][N:33]([C:36]4[CH2:37][CH2:38][C:39]5[N:40]([C:42]([C:45]([F:48])([F:47])[F:46])=[N:43][N:44]=5)[N:41]=4)[CH2:32][CH2:31]3)=[CH:26][CH:25]=2)[CH2:17][CH2:16]1)(=[O:14])[CH3:13].C(OC(=O)C)C, predict the reaction product. The product is: [S:7]([C:4]1[CH:5]=[CH:6][C:1]([CH3:11])=[CH:2][CH:3]=1)([OH:10])(=[O:9])=[O:8].[S:7]([C:4]1[CH:5]=[CH:6][C:1]([CH3:11])=[CH:2][CH:3]=1)([OH:10])(=[O:9])=[O:8].[C:12]([N:15]1[CH2:16][CH2:17][N:18]([CH2:21][CH2:22][O:23][C:24]2[CH:25]=[CH:26][C:27]([CH:30]3[CH2:31][CH2:32][N:33]([C:36]4[CH2:37][CH2:38][C:39]5[N:40]([C:42]([C:45]([F:46])([F:47])[F:48])=[N:43][N:44]=5)[N:41]=4)[CH2:34][CH2:35]3)=[CH:28][CH:29]=2)[CH2:19][CH2:20]1)(=[O:14])[CH3:13]. (3) Given the reactants CS(C)=O.C(=O)([O-])O.[K+].Br[CH2:11][CH2:12][CH2:13][C:14]#[N:15].[C:16]([OH:20])(=[O:19])[CH:17]=[CH2:18], predict the reaction product. The product is: [C:16]([O:20][CH2:11][CH2:12][CH2:13][C:14]#[N:15])(=[O:19])[CH:17]=[CH2:18]. (4) Given the reactants C(=O)([O-])[O-].[K+].[K+].[CH2:7]([O:9][C:10](=[O:19])[C:11]1[CH:16]=[C:15]([OH:17])[CH:14]=[C:13]([OH:18])[CH:12]=1)[CH3:8].F[C:21]1[CH:28]=[CH:27][C:24]([C:25]#[N:26])=[CH:23][CH:22]=1, predict the reaction product. The product is: [CH2:7]([O:9][C:10](=[O:19])[C:11]1[CH:16]=[C:15]([O:17][C:21]2[CH:28]=[CH:27][C:24]([C:25]#[N:26])=[CH:23][CH:22]=2)[CH:14]=[C:13]([O:18][C:21]2[CH:28]=[CH:27][C:24]([C:25]#[N:26])=[CH:23][CH:22]=2)[CH:12]=1)[CH3:8]. (5) The product is: [Cl:17][C:18]1[C:19]2[N:20]([C:9]([CH:11]3[CH2:12][C:13](=[O:15])[CH2:14]3)=[N:25][CH:24]=2)[CH:21]=[CH:22][N:23]=1. Given the reactants O=C1CCC(=O)N1O[C:9]([CH:11]1[CH2:14][C:13](=[O:15])[CH2:12]1)=O.Cl.[Cl:17][C:18]1[C:19]([CH2:24][NH2:25])=[N:20][CH:21]=[CH:22][N:23]=1.C([O-])(O)=O.[Na+], predict the reaction product. (6) Given the reactants OC(C(F)(F)F)=O.[NH2:8][C@@H:9]([CH2:27][CH:28]1[CH2:30][CH2:29]1)[C:10]([NH:12][C@@H:13]([CH2:20][C:21]1[CH:26]=[CH:25][CH:24]=[CH:23][CH:22]=1)[C:14]([C@@:16]1([CH3:19])[CH2:18][O:17]1)=[O:15])=[O:11].[C:31]([O:35][C:36]([NH:38][C@@H:39]([CH3:43])[C:40](O)=[O:41])=[O:37])([CH3:34])([CH3:33])[CH3:32].CN(C(ON1N=NC2C=CC=NC1=2)=[N+](C)C)C.F[P-](F)(F)(F)(F)F.CCN(C(C)C)C(C)C, predict the reaction product. The product is: [CH:28]1([CH2:27][C@H:9]([NH:8][C:40](=[O:41])[C@@H:39]([NH:38][C:36](=[O:37])[O:35][C:31]([CH3:33])([CH3:32])[CH3:34])[CH3:43])[C:10]([NH:12][C@@H:13]([CH2:20][C:21]2[CH:26]=[CH:25][CH:24]=[CH:23][CH:22]=2)[C:14]([C@@:16]2([CH3:19])[CH2:18][O:17]2)=[O:15])=[O:11])[CH2:30][CH2:29]1.